This data is from Full USPTO retrosynthesis dataset with 1.9M reactions from patents (1976-2016). The task is: Predict the reactants needed to synthesize the given product. (1) Given the product [O:3]1[C:7]2([CH2:12][CH2:11][CH:10]([OH:13])[CH2:9][CH2:8]2)[O:6][CH2:5][CH2:4]1, predict the reactants needed to synthesize it. The reactants are: [BH4-].[Na+].[O:3]1[C:7]2([CH2:12][CH2:11][C:10](=[O:13])[CH2:9][CH2:8]2)[O:6][CH2:5][CH2:4]1. (2) Given the product [NH:10]1[C:4]2[C:9](=[CH:8][CH:7]=[CH:6][CH:5]=2)[C:21]2([CH2:26][CH2:25][CH:1]([CH2:2][NH:3][C:14](=[O:15])[O:16][CH2:27][C:21]3[CH:26]=[CH:25][CH:24]=[CH:23][CH:22]=3)[CH2:23][CH2:22]2)[CH2:27]1, predict the reactants needed to synthesize it. The reactants are: [CH3:1][C:2]#[N:3].[C:4]1([NH:10]N)[CH:9]=[CH:8][CH:7]=[CH:6][CH:5]=1.FC(F)(F)[C:14]([OH:16])=[O:15].[BH4-].[Na+].[C:21]1([CH3:27])[CH:26]=[CH:25][CH:24]=[CH:23][CH:22]=1. (3) Given the product [Cl:19][C:16]1[CH:17]=[CH:18][C:13]([O:12][CH2:11][C@H:10]([OH:45])[CH2:9][NH:7][CH3:6])=[CH:14][C:15]=1[C:20]1[N:25]=[C:24]([C:26]2[C:27]([CH3:32])=[N:28][O:29][C:30]=2[CH3:31])[C:23]([CH3:33])=[C:22]([N:34]2[CH2:41][C:40]3[CH:39]=[N:38][N:37]([CH:42]4[CH2:44][CH2:43]4)[C:36]=3[CH2:35]2)[N:21]=1.[CH:6]([OH:53])=[O:5], predict the reactants needed to synthesize it. The reactants are: C([O:5][C:6](=[O:53])[N:7]([CH2:9][C@@H:10]([O:45][Si](C(C)(C)C)(C)C)[CH2:11][O:12][C:13]1[CH:18]=[CH:17][C:16]([Cl:19])=[C:15]([C:20]2[N:25]=[C:24]([C:26]3[C:27]([CH3:32])=[N:28][O:29][C:30]=3[CH3:31])[C:23]([CH3:33])=[C:22]([N:34]3[CH2:41][C:40]4[CH:39]=[N:38][N:37]([CH:42]5[CH2:44][CH2:43]5)[C:36]=4[CH2:35]3)[N:21]=2)[CH:14]=1)C)(C)(C)C. (4) Given the product [F:54][C:53]([F:56])([F:55])[C:51]([OH:57])=[O:52].[Br:1][C:2]1[CH:11]=[CH:10][CH:9]=[C:8]2[C:3]=1[CH:4]=[CH:5][C:6]([O:49][CH3:50])=[C:7]2[CH2:12][N:13]1[C:19](=[O:20])[C@@H:18]([NH:21][C:22](=[O:34])[C@@H:23]([NH:25][CH3:26])[CH3:24])[C@H:17]([CH3:35])[N:16]([C:36](=[O:42])[CH2:37][S:38]([CH3:41])(=[O:40])=[O:39])[C:15]2[CH:43]=[C:44]([C:47]#[N:48])[CH:45]=[CH:46][C:14]1=2, predict the reactants needed to synthesize it. The reactants are: [Br:1][C:2]1[CH:11]=[CH:10][CH:9]=[C:8]2[C:3]=1[CH:4]=[CH:5][C:6]([O:49][CH3:50])=[C:7]2[CH2:12][N:13]1[C:19](=[O:20])[C@@H:18]([NH:21][C:22](=[O:34])[C@@H:23]([N:25](C)[C:26](=O)OC(C)(C)C)[CH3:24])[C@H:17]([CH3:35])[N:16]([C:36](=[O:42])[CH2:37][S:38]([CH3:41])(=[O:40])=[O:39])[C:15]2[CH:43]=[C:44]([C:47]#[N:48])[CH:45]=[CH:46][C:14]1=2.[C:51]([OH:57])([C:53]([F:56])([F:55])[F:54])=[O:52].